From a dataset of Full USPTO retrosynthesis dataset with 1.9M reactions from patents (1976-2016). Predict the reactants needed to synthesize the given product. Given the product [O:1]=[C:2]1[C:11]2[CH:12]=[CH:13][S:14][C:10]=2[C:9]2[CH:8]=[CH:7][C:6]([C:15]([OH:17])=[O:16])=[CH:5][C:4]=2[NH:3]1, predict the reactants needed to synthesize it. The reactants are: [O:1]=[C:2]1[C:11]2[CH:12]=[CH:13][S:14][C:10]=2[C:9]2[CH:8]=[CH:7][C:6]([C:15]([O:17]C)=[O:16])=[CH:5][C:4]=2[NH:3]1.CO.C1COCC1.[Li+].[OH-].